This data is from Serine/threonine kinase 33 screen with 319,792 compounds. The task is: Binary Classification. Given a drug SMILES string, predict its activity (active/inactive) in a high-throughput screening assay against a specified biological target. (1) The compound is OC(Cn1c2c(n(c(=O)[nH]c2=O)C)nc1NCCCOC)COc1cc(ccc1)C. The result is 0 (inactive). (2) The molecule is S(c1nc(N2CCOCC2)c2CCCCc2c1C#N)CC. The result is 1 (active). (3) The compound is S(=O)(=O)(N1C(COc2c1cccc2)C)c1ccccc1. The result is 0 (inactive).